This data is from Forward reaction prediction with 1.9M reactions from USPTO patents (1976-2016). The task is: Predict the product of the given reaction. (1) Given the reactants [N+:1]([C:4]1[CH:5]=[CH:6][C:7](OC2C=C3C(=CC=2)OC(C2C=CC=CC=2)CC3)=[N:8][CH:9]=1)([O-:3])=[O:2].[Cl:27][C:28]1[CH:33]=[CH:32][C:31]([CH:34]2[CH2:43][CH:42]([OH:44])[C:41]3[C:36](=[CH:37][CH:38]=[C:39]([OH:45])[CH:40]=3)[O:35]2)=[CH:30][CH:29]=1, predict the reaction product. The product is: [Cl:27][C:28]1[CH:33]=[CH:32][C:31]([CH:34]2[CH2:43][CH:42]([OH:44])[C:41]3[C:36](=[CH:37][CH:38]=[C:39]([O:45][C:7]4[CH:6]=[CH:5][C:4]([N+:1]([O-:3])=[O:2])=[CH:9][N:8]=4)[CH:40]=3)[O:35]2)=[CH:30][CH:29]=1. (2) Given the reactants [Cl:1][C:2]1[CH:21]=[CH:20][C:5]([CH2:6][N:7]([C@H:14]([CH:16]2[CH2:19][CH2:18][CH2:17]2)[CH3:15])S(C(C)(C)C)=O)=[CH:4][CH:3]=1.Cl, predict the reaction product. The product is: [ClH:1].[Cl:1][C:2]1[CH:3]=[CH:4][C:5]([CH2:6][NH:7][C@H:14]([CH:16]2[CH2:17][CH2:18][CH2:19]2)[CH3:15])=[CH:20][CH:21]=1. (3) Given the reactants I[C:2]1[CH:7]=[CH:6][C:5]([NH:8][C:9]2[S:10][C:11]3[CH:17]=[C:16]([Cl:18])[CH:15]=[CH:14][C:12]=3[N:13]=2)=[C:4]([F:19])[CH:3]=1.B1(B2OC(C)(C)C(C)(C)O2)OC(C)(C)C(C)(C)O1.CC([O-])=O.[K+].Br[C:44]1[CH:59]=[CH:58][C:47]([C:48]([C@@H:50]2[CH2:54][CH2:53][CH2:52][C@H:51]2[C:55]([OH:57])=[O:56])=[O:49])=[CH:46][CH:45]=1.C([O-])([O-])=O.[Cs+].[Cs+], predict the reaction product. The product is: [Cl:18][C:16]1[CH:15]=[CH:14][C:12]2[N:13]=[C:9]([NH:8][C:5]3[CH:6]=[CH:7][C:2]([C:44]4[CH:45]=[CH:46][C:47]([C:48]([C@@H:50]5[CH2:54][CH2:53][CH2:52][C@H:51]5[C:55]([OH:57])=[O:56])=[O:49])=[CH:58][CH:59]=4)=[CH:3][C:4]=3[F:19])[S:10][C:11]=2[CH:17]=1. (4) Given the reactants [NH2:1][S:2]([C:5]1[CH:13]=[CH:12][C:8]([C:9]([OH:11])=O)=[CH:7][CH:6]=1)(=[O:4])=[O:3].[CH3:14][O:15][C:16]1[CH:24]=[CH:23][C:22]([Cl:25])=[CH:21][C:17]=1[C:18](O)=[O:19].S(Cl)([Cl:28])=O, predict the reaction product. The product is: [CH3:14][O:15][C:16]1[CH:24]=[CH:23][C:22]([Cl:25])=[CH:21][C:17]=1[C:18]([NH:1][S:2]([C:5]1[CH:6]=[CH:7][C:8]([C:9]([Cl:28])=[O:11])=[CH:12][CH:13]=1)(=[O:3])=[O:4])=[O:19]. (5) Given the reactants Cl[C:2]1[N:6]2[CH:7]=[C:8]([C:11]3[CH:16]=[CH:15][C:14]([O:17][C:18]([F:21])([F:20])[F:19])=[CH:13][CH:12]=3)[CH:9]=[CH:10][C:5]2=[N:4][N:3]=1.[OH:22][C:23]1[CH:28]=[CH:27][N:26]=[CH:25][CH:24]=1.C(=O)([O-])[O-].[K+].[K+], predict the reaction product. The product is: [N:26]1[CH:27]=[CH:28][C:23]([O:22][C:2]2[N:6]3[CH:7]=[C:8]([C:11]4[CH:16]=[CH:15][C:14]([O:17][C:18]([F:21])([F:20])[F:19])=[CH:13][CH:12]=4)[CH:9]=[CH:10][C:5]3=[N:4][N:3]=2)=[CH:24][CH:25]=1. (6) Given the reactants C(NC(C)C)(C)C.[Li]CCCC.[CH2:13]([N:20]1[CH:24]([CH3:25])[CH2:23][CH2:22][C:21]1=[O:26])[C:14]1[CH:19]=[CH:18][CH:17]=[CH:16][CH:15]=1.[C:27](=O)([O:30]C)[O:28][CH3:29].[O-][Mn](=O)(=O)=O.[K+], predict the reaction product. The product is: [CH2:13]([N:20]1[CH:24]([CH3:25])[CH2:23][CH:22]([C:27]([O:28][CH3:29])=[O:30])[C:21]1=[O:26])[C:14]1[CH:19]=[CH:18][CH:17]=[CH:16][CH:15]=1. (7) Given the reactants O=[CH:2][C@@H:3]([C@H:5]([C@H:7]([CH2:9][OH:10])[OH:8])[OH:6])[OH:4].[C:11](Cl)(=[O:18])[C:12]1[CH:17]=[CH:16][CH:15]=[CH:14][CH:13]=1.[BrH:20], predict the reaction product. The product is: [C:11]([O:4][C@@H:3]1[C@@H:5]([O:6][C:11](=[O:18])[C:12]2[CH:17]=[CH:16][CH:15]=[CH:14][CH:13]=2)[C@H:7]([CH2:9][O:10][C:11](=[O:18])[C:12]2[CH:17]=[CH:16][CH:15]=[CH:14][CH:13]=2)[O:8][C@H:2]1[Br:20])(=[O:18])[C:12]1[CH:17]=[CH:16][CH:15]=[CH:14][CH:13]=1.